Dataset: hERG potassium channel inhibition data for cardiac toxicity prediction from Karim et al.. Task: Regression/Classification. Given a drug SMILES string, predict its toxicity properties. Task type varies by dataset: regression for continuous values (e.g., LD50, hERG inhibition percentage) or binary classification for toxic/non-toxic outcomes (e.g., AMES mutagenicity, cardiotoxicity, hepatotoxicity). Dataset: herg_karim. (1) The drug is CC1CCCN1CCc1ccc(-c2ccc(S(=O)(=O)NC3CCOCC3)cc2)cc1. The result is 0 (non-blocker). (2) The drug is CN(C)Cc1ccc2c(c1)CCN(C(=O)c1cc3cc(Cl)ccc3n1C)C2. The result is 1 (blocker). (3) The molecule is COc1ccc([C@]2(O)CC[C@H](N3CC(NC(=O)CNc4ncnc5ccc(C(F)(F)F)cc45)C3)CC2)cn1. The result is 0 (non-blocker). (4) The compound is Cc1ccc(OCC#Cc2cccc(CCCOc3ccc(C)cc3)[n+]2C)cc1. The result is 1 (blocker). (5) The molecule is N[C@H](C(=O)N1CCC(F)C1)[C@H]1CC[C@H](NC(=O)OCc2ccccc2)CC1. The result is 0 (non-blocker). (6) The drug is CCN(CC)CCCCNc1ncc2cc(-c3cc(OC)cc(OC)c3)c(NC(=O)NC(C)(C)C)nc2n1. The result is 0 (non-blocker). (7) The compound is COc1cc(C=Cc2nc3scc(C)c3c(=O)[nH]2)ccc1-n1cnc(C)c1. The result is 0 (non-blocker). (8) The compound is O=C(CNc1noc2ccc(C(F)(F)F)cc12)NC1CN([C@H]2CC[C@@H](c3nccs3)CC2)C1. The result is 1 (blocker). (9) The molecule is O=C(C1CNCCC1(O)c1ccc(F)c(F)c1)N(Cc1cn(Cc2ccncc2)c2cccc(F)c12)C1CC1. The result is 1 (blocker). (10) The compound is Cc1c2c(n3c1CCCN1CCCC1CNc1cc-3ccc1C(N)=O)CC(C)(C)CC2=O. The result is 1 (blocker).